The task is: Predict the product of the given reaction.. This data is from Forward reaction prediction with 1.9M reactions from USPTO patents (1976-2016). The product is: [C:45]([O:49][C:50]([N:52]1[CH2:57][CH2:56][CH2:55][CH2:54][CH:53]1[C:58]1([OH:62])[CH2:59][N:60]([C:39]([C:38]2[C:30]([NH:29][C:26]3[CH:27]=[CH:28][C:23]([Br:22])=[CH:24][C:25]=3[F:44])=[C:31]([F:43])[C:32](=[O:42])[N:33]3[C:37]=2[CH2:36][CH2:35][CH2:34]3)=[O:40])[CH2:61]1)=[O:51])([CH3:48])([CH3:46])[CH3:47]. Given the reactants CCN=C=NCCCN(C)C.C1C=CC2N(O)N=NC=2C=1.[Br:22][C:23]1[CH:28]=[CH:27][C:26]([NH:29][C:30]2[C:38]([C:39](O)=[O:40])=[C:37]3[N:33]([CH2:34][CH2:35][CH2:36]3)[C:32](=[O:42])[C:31]=2[F:43])=[C:25]([F:44])[CH:24]=1.[C:45]([O:49][C:50]([N:52]1[CH2:57][CH2:56][CH2:55][CH2:54][CH:53]1[C:58]1([OH:62])[CH2:61][NH:60][CH2:59]1)=[O:51])([CH3:48])([CH3:47])[CH3:46], predict the reaction product.